Dataset: Reaction yield outcomes from USPTO patents with 853,638 reactions. Task: Predict the reaction yield, written as a fraction of the theoretical maximum amount of product (1.0 means a 100% yield; for example, 0.34 means a 34% yield). (1) The reactants are [H-].[Na+].[CH2:3]([O:10][C:11]([N:13]([CH2:15][C:16]1[C:24]2[C:19](=[CH:20][CH:21]=[CH:22][CH:23]=2)[NH:18][CH:17]=1)[CH3:14])=[O:12])[C:4]1[CH:9]=[CH:8][CH:7]=[CH:6][CH:5]=1.[CH2:25](Br)[C:26]1[CH:31]=[CH:30][CH:29]=[CH:28][CH:27]=1. The catalyst is CN(C=O)C.O. The product is [CH2:3]([O:10][C:11]([N:13]([CH2:15][C:16]1[C:24]2[C:19](=[CH:20][CH:21]=[CH:22][CH:23]=2)[N:18]([CH2:25][C:26]2[CH:31]=[CH:30][CH:29]=[CH:28][CH:27]=2)[CH:17]=1)[CH3:14])=[O:12])[C:4]1[CH:9]=[CH:8][CH:7]=[CH:6][CH:5]=1. The yield is 0.930. (2) The reactants are [CH:1]1([CH:4]([OH:31])[CH2:5][S:6]([N:9]2[CH2:30][CH2:29][C:12]3([C:16](=[O:17])[N:15]([C:18]4[CH:23]=[CH:22][C:21]([O:24][C:25]([F:28])([F:27])[F:26])=[CH:20][CH:19]=4)[CH2:14][CH2:13]3)[CH2:11][CH2:10]2)(=[O:8])=[O:7])[CH2:3][CH2:2]1.S([O-])([O-])(=O)=O.[Ca+2].[CH3:38]I. The catalyst is [Ag]=O. The product is [CH:1]1([CH:4]([O:31][CH3:38])[CH2:5][S:6]([N:9]2[CH2:10][CH2:11][C:12]3([C:16](=[O:17])[N:15]([C:18]4[CH:23]=[CH:22][C:21]([O:24][C:25]([F:28])([F:26])[F:27])=[CH:20][CH:19]=4)[CH2:14][CH2:13]3)[CH2:29][CH2:30]2)(=[O:8])=[O:7])[CH2:3][CH2:2]1. The yield is 0.400. (3) The reactants are C(OC([NH:11][CH2:12][CH2:13][CH2:14][C:15]([O:17][C:18]([CH3:21])([CH3:20])[CH3:19])=[O:16])=O)C1C=CC=CC=1. The catalyst is CO.[Pd]. The product is [NH2:11][CH2:12][CH2:13][CH2:14][C:15]([O:17][C:18]([CH3:21])([CH3:20])[CH3:19])=[O:16]. The yield is 0.930. (4) The reactants are [CH3:1][O:2][C:3]1[CH:8]=[CH:7][C:6]([NH2:9])=[CH:5][CH:4]=1.[C:10]([N:17]1[CH2:22][CH2:21][C:20](=O)[CH2:19][CH2:18]1)([O:12][C:13]([CH3:16])([CH3:15])[CH3:14])=[O:11]. No catalyst specified. The product is [C:13]([O:12][C:10]([N:17]1[CH2:22][CH2:21][CH:20]([NH:9][C:6]2[CH:7]=[CH:8][C:3]([O:2][CH3:1])=[CH:4][CH:5]=2)[CH2:19][CH2:18]1)=[O:11])([CH3:16])([CH3:14])[CH3:15]. The yield is 1.00. (5) The reactants are C[Si]([N:5]=[C:6]=[O:7])(C)C.[OH:8][NH:9][CH2:10][C:11]1[CH:16]=[CH:15][C:14]([N:17]2[CH2:26][CH2:25][C:20]3([O:24][CH2:23][CH2:22][O:21]3)[CH2:19][CH2:18]2)=[CH:13][CH:12]=1.C1COCC1.O1CCOCC1. The catalyst is O. The product is [O:21]1[C:20]2([CH2:19][CH2:18][N:17]([C:14]3[CH:15]=[CH:16][C:11]([CH2:10][N:9]([OH:8])[C:6]([NH2:5])=[O:7])=[CH:12][CH:13]=3)[CH2:26][CH2:25]2)[O:24][CH2:23][CH2:22]1. The yield is 0.730. (6) The reactants are [N:1]([C:4]1[C:9]([C:10](=[O:44])[CH2:11][N:12]([CH2:35][C:36]2[CH:41]=[C:40]([F:42])[CH:39]=[C:38]([F:43])[CH:37]=2)[C:13]([C:15]2[CH:16]=[N:17][N:18]([C@H:24]3[CH2:29][CH2:28][C@H:27]([C:30]([O:32][CH2:33][CH3:34])=[O:31])[CH2:26][CH2:25]3)[C:19]=2[C:20]([F:23])([F:22])[F:21])=[O:14])=[C:8]([Cl:45])[CH:7]=[CH:6][N:5]=1)=[N+]=[N-].P(C)(C)C.O. The catalyst is C1COCC1. The product is [NH2:1][C:4]1[C:9]([C:10](=[O:44])[CH2:11][N:12]([CH2:35][C:36]2[CH:41]=[C:40]([F:42])[CH:39]=[C:38]([F:43])[CH:37]=2)[C:13]([C:15]2[CH:16]=[N:17][N:18]([C@H:24]3[CH2:29][CH2:28][C@H:27]([C:30]([O:32][CH2:33][CH3:34])=[O:31])[CH2:26][CH2:25]3)[C:19]=2[C:20]([F:23])([F:22])[F:21])=[O:14])=[C:8]([Cl:45])[CH:7]=[CH:6][N:5]=1. The yield is 0.690.